From a dataset of Forward reaction prediction with 1.9M reactions from USPTO patents (1976-2016). Predict the product of the given reaction. (1) Given the reactants [CH2:1]([C:8]1[CH:36]=[CH:35][C:11]([CH2:12][N:13]([C:24]2[CH:25]=[CH:26][C:27]([OH:34])=[C:28]([CH:33]=2)[C:29]([O:31]C)=[O:30])[C:14](=[O:23])[C:15]2[CH:20]=[CH:19][CH:18]=[C:17]([O:21][CH3:22])[CH:16]=2)=[CH:10][CH:9]=1)[CH2:2][CH2:3][CH2:4][CH2:5][CH2:6][CH3:7], predict the reaction product. The product is: [CH2:1]([C:8]1[CH:9]=[CH:10][C:11]([CH2:12][N:13]([C:24]2[CH:25]=[CH:26][C:27]([OH:34])=[C:28]([CH:33]=2)[C:29]([OH:31])=[O:30])[C:14](=[O:23])[C:15]2[CH:20]=[CH:19][CH:18]=[C:17]([O:21][CH3:22])[CH:16]=2)=[CH:35][CH:36]=1)[CH2:2][CH2:3][CH2:4][CH2:5][CH2:6][CH3:7]. (2) Given the reactants COC1C=CC=C(OC)C=1C1C=CC=CC=1P(C1CCCCC1)C1CCCCC1.[C:30]([O:33][CH2:34][C:35]1[O:39][N:38]=[C:37]([CH3:40])[C:36]=1Br)(=[O:32])[CH3:31].[CH3:42][C:43]1([CH3:50])[C:47]([CH3:49])([CH3:48])[O:46][BH:45][O:44]1.C(N(CC)CC)C, predict the reaction product. The product is: [C:30]([O:33][CH2:34][C:35]1[O:39][N:38]=[C:37]([CH3:40])[C:36]=1[B:45]1[O:46][C:47]([CH3:49])([CH3:48])[C:43]([CH3:50])([CH3:42])[O:44]1)(=[O:32])[CH3:31].